Predict which catalyst facilitates the given reaction. From a dataset of Catalyst prediction with 721,799 reactions and 888 catalyst types from USPTO. Reactant: [CH3:1][O:2][C:3]1[CH:4]=[C:5]2[C:10](=[CH:11][C:12]=1[O:13][CH3:14])[N:9]=[CH:8][N:7]=[C:6]2[O:15][C:16]1[CH:22]=[CH:21][C:19]([NH2:20])=[C:18]([CH3:23])[C:17]=1[CH3:24].Cl[C:26](Cl)([O:28][C:29](=[O:35])OC(Cl)(Cl)Cl)Cl.[CH:37]1(O)[CH2:41]C[CH2:39][CH2:38]1.C(=O)(O)[O-].[Na+]. Product: [CH3:1][O:2][C:3]1[CH:4]=[C:5]2[C:10](=[CH:11][C:12]=1[O:13][CH3:14])[N:9]=[CH:8][N:7]=[C:6]2[O:15][C:16]1[CH:22]=[CH:21][C:19]([NH:20][C:29](=[O:35])[O:28][CH:26]2[CH2:39][CH2:38][CH2:37][CH2:41]2)=[C:18]([CH3:23])[C:17]=1[CH3:24]. The catalyst class is: 208.